Dataset: Aqueous solubility values for 9,982 compounds from the AqSolDB database. Task: Regression/Classification. Given a drug SMILES string, predict its absorption, distribution, metabolism, or excretion properties. Task type varies by dataset: regression for continuous measurements (e.g., permeability, clearance, half-life) or binary classification for categorical outcomes (e.g., BBB penetration, CYP inhibition). For this dataset (solubility_aqsoldb), we predict Y. The molecule is CCN(CC)c1c([N+](=O)[O-])cc(C(F)(F)F)c(N)c1[N+](=O)[O-]. The Y is -5.47 log mol/L.